This data is from Full USPTO retrosynthesis dataset with 1.9M reactions from patents (1976-2016). The task is: Predict the reactants needed to synthesize the given product. (1) Given the product [OH:35][CH2:34][CH2:33][N:32]([CH2:31][C:26]1[CH:27]=[CH:28][CH:29]=[CH:30][N:25]=1)[C:22](=[O:24])[CH2:21][N:13]([S:10]([C:7]1[CH:6]=[CH:5][C:4]([CH:1]([CH3:3])[CH3:2])=[CH:9][N:8]=1)(=[O:11])=[O:12])[C:14]1[CH:19]=[CH:18][C:17]([CH3:20])=[CH:16][CH:15]=1, predict the reactants needed to synthesize it. The reactants are: [CH:1]([C:4]1[CH:5]=[CH:6][C:7]([S:10]([N:13]([CH2:21][C:22]([OH:24])=O)[C:14]2[CH:19]=[CH:18][C:17]([CH3:20])=[CH:16][CH:15]=2)(=[O:12])=[O:11])=[N:8][CH:9]=1)([CH3:3])[CH3:2].[N:25]1[CH:30]=[CH:29][CH:28]=[CH:27][C:26]=1[CH2:31][NH:32][CH2:33][CH2:34][OH:35]. (2) Given the product [CH3:25][O:24][C:21]1[CH:20]=[C:15]2[C:12](=[CH:11][CH:22]=1)[N:8]([CH3:9])[C:1](=[O:2])[N:26]([C:27]1[CH:28]=[CH:29][C:30]([CH2:31][C@@H:32]([C:41]([O:43][CH3:44])=[O:42])[NH2:33])=[CH:45][CH:46]=1)[C:16]2=[O:17], predict the reactants needed to synthesize it. The reactants are: [C:1]([N:8]1[CH:12]=[CH:11]N=[CH:9]1)(N1C=CN=C1)=[O:2].NC1C=[CH:22][C:21]([O:24][CH3:25])=[CH:20][C:15]=1[C:16](OC)=[O:17].[NH2:26][C:27]1[CH:46]=[CH:45][C:30]([CH2:31][C@@H:32]([C:41]([O:43][CH3:44])=[O:42])[NH:33]C(OC(C)(C)C)=O)=[CH:29][CH:28]=1.C(=O)([O-])[O-].[K+].[K+].CC1C=CC(S(OC)(=O)=O)=CC=1.Cl.C(OCC)(=O)C.